Dataset: Catalyst prediction with 721,799 reactions and 888 catalyst types from USPTO. Task: Predict which catalyst facilitates the given reaction. (1) Reactant: [F:1][C:2]([F:7])([F:6])[C:3]([OH:5])=[O:4].[C:8]1([C:14]2[CH2:18][C:17]3([CH2:23][CH2:22][CH2:21][N:20](C(OC(C)(C)C)=O)[CH2:19]3)[O:16][N:15]=2)[CH:13]=[CH:12][CH:11]=[CH:10][CH:9]=1. Product: [C:8]1([C:14]2[CH2:18][C:17]3([CH2:23][CH2:22][CH2:21][NH:20][CH2:19]3)[O:16][N:15]=2)[CH:9]=[CH:10][CH:11]=[CH:12][CH:13]=1.[C:3]([OH:5])([C:2]([F:7])([F:6])[F:1])=[O:4]. The catalyst class is: 2. (2) The catalyst class is: 245. Reactant: Br[C:2]1[N:3]=[C:4]([O:28][CH3:29])[C:5]([N:8](COCC[Si](C)(C)C)[S:9]([C:12]2[CH:17]=[CH:16][CH:15]=[C:14]([Cl:18])[C:13]=2[Cl:19])(=[O:11])=[O:10])=[N:6][CH:7]=1.[CH3:30][O:31][C:32](=[O:35])[CH2:33][SH:34].[C:36](=O)([O-])[O-].[Cs+].[Cs+]. Product: [C:32]([O:31][CH2:30][CH3:2])(=[O:35])[CH3:33].[CH3:12][CH2:17][CH2:16][CH:15]([CH3:14])[CH3:36].[CH3:30][O:31][C:32](=[O:35])[CH2:33][S:34][C:2]1[CH:7]=[N:6][C:5]([NH:8][S:9]([C:12]2[CH:17]=[CH:16][CH:15]=[C:14]([Cl:18])[C:13]=2[Cl:19])(=[O:10])=[O:11])=[C:4]([O:28][CH3:29])[N:3]=1. (3) Reactant: C(O)(C(F)(F)F)=O.[CH3:8][N:9]1[CH2:14][CH2:13][CH:12]([C:15]2[CH:20]=[CH:19][N:18]=[CH:17][C:16]=2[NH:21]C(=O)OC(C)(C)C)[CH2:11][C:10]1=[O:29].CO.C(Cl)Cl. Product: [NH2:21][C:16]1[CH:17]=[N:18][CH:19]=[CH:20][C:15]=1[CH:12]1[CH2:13][CH2:14][N:9]([CH3:8])[C:10](=[O:29])[CH2:11]1. The catalyst class is: 2.